Dataset: Full USPTO retrosynthesis dataset with 1.9M reactions from patents (1976-2016). Task: Predict the reactants needed to synthesize the given product. Given the product [Br:1][C:2]1[C:3]([N:12]2[CH2:17][CH2:16][N:15]([CH2:18][C:19]3[S:23][CH:22]=[N:21][CH:20]=3)[CH2:14][CH2:13]2)=[C:4]2[N:9]=[C:27]([C:28]3[CH:33]=[CH:32][C:31]([O:34][CH3:35])=[CH:30][CH:29]=3)[NH:8][C:5]2=[N:6][CH:7]=1, predict the reactants needed to synthesize it. The reactants are: [Br:1][C:2]1[C:3]([N:12]2[CH2:17][CH2:16][N:15]([CH2:18][C:19]3[S:23][CH:22]=[N:21][CH:20]=3)[CH2:14][CH2:13]2)=[C:4]([N+:9]([O-])=O)[C:5]([NH2:8])=[N:6][CH:7]=1.CCO.[CH:27](=O)[C:28]1[CH:33]=[CH:32][C:31]([O:34][CH3:35])=[CH:30][CH:29]=1.[O-]S(S([O-])=O)=O.[Na+].[Na+].